The task is: Predict the reaction yield, written as a fraction of the theoretical maximum amount of product (1.0 means a 100% yield; for example, 0.34 means a 34% yield).. This data is from Reaction yield outcomes from USPTO patents with 853,638 reactions. (1) The reactants are [Cl:1][C:2]1[N:7]=[CH:6][C:5]([CH2:8][N:9]2[CH2:13][CH2:12][NH:11][C:10]2=[N:14][N+]([O-])=O)=[CH:4][CH:3]=1. The catalyst is CO.[Cl-].[Ti+3].[Cl-].[Cl-]. The product is [Cl:1][C:2]1[N:7]=[CH:6][C:5]([CH2:8][N:9]2[CH2:13][CH2:12][NH:11][C:10]2=[NH:14])=[CH:4][CH:3]=1. The yield is 0.660. (2) The reactants are C1(P(N=[N+]=[N-])(C2C=CC=CC=2)=[O:8])C=CC=CC=1.C([N:20]([CH2:23]C)CC)C.[CH2:25]([C@:32]1([CH2:38]C(O)=O)[CH2:36][CH2:35][C@@H:34]([CH3:37])[CH2:33]1)[C:26]1[CH:31]=[CH:30][CH:29]=[CH:28][CH:27]=1. The catalyst is C1(C)C=CC=CC=1.C(OCC)(=O)C. The product is [N:20]([CH2:38][C@@:32]1([CH2:25][C:26]2[CH:27]=[CH:28][CH:29]=[CH:30][CH:31]=2)[CH2:36][CH2:35][C@@H:34]([CH3:37])[CH2:33]1)=[C:23]=[O:8]. The yield is 1.00.